This data is from Reaction yield outcomes from USPTO patents with 853,638 reactions. The task is: Predict the reaction yield, written as a fraction of the theoretical maximum amount of product (1.0 means a 100% yield; for example, 0.34 means a 34% yield). (1) The reactants are [CH2:1]([O:8][C:9]([N:11]1[CH2:15][CH:14]([OH:16])[CH2:13][CH:12]1[CH2:17][C:18]1[C:26]2[C:21](=[CH:22][C:23]([F:27])=[CH:24][CH:25]=2)[NH:20][CH:19]=1)=[O:10])[C:2]1[CH:7]=[CH:6][CH:5]=[CH:4][CH:3]=1.[C:28](OC(=O)C)(=[O:30])[CH3:29]. The catalyst is CN(C1C=CN=CC=1)C.C(Cl)Cl. The product is [CH2:1]([O:8][C:9]([N:11]1[CH2:15][CH:14]([O:16][C:28](=[O:30])[CH3:29])[CH2:13][CH:12]1[CH2:17][C:18]1[C:26]2[C:21](=[CH:22][C:23]([F:27])=[CH:24][CH:25]=2)[NH:20][CH:19]=1)=[O:10])[C:2]1[CH:7]=[CH:6][CH:5]=[CH:4][CH:3]=1. The yield is 0.630. (2) The reactants are [N:1]1[CH:2]=[C:3]([C:10]2[CH:15]=[CH:14][N:13]=[C:12]([NH:16][C:17]3[CH:18]=[C:19]([CH:23]=[CH:24][CH:25]=3)[C:20](O)=[O:21])[N:11]=2)[N:4]2[CH:9]=[CH:8][CH:7]=[CH:6][C:5]=12.C(#[N:28])C.C1N=CN(C(N2C=NC=C2)=O)C=1.[OH-].[NH4+]. The catalyst is CN(C=O)C. The product is [N:1]1[CH:2]=[C:3]([C:10]2[CH:15]=[CH:14][N:13]=[C:12]([NH:16][C:17]3[CH:18]=[C:19]([CH:23]=[CH:24][CH:25]=3)[C:20]([NH2:28])=[O:21])[N:11]=2)[N:4]2[CH:9]=[CH:8][CH:7]=[CH:6][C:5]=12. The yield is 0.700. (3) The reactants are [C:1]([O:5][C:6](=[O:43])[N:7]([C:16]1[CH:21]=[CH:20][C:19]([CH:22]([C:24]2[C:32]3[C:27](=[N:28][CH:29]=[C:30]([Cl:33])[CH:31]=3)[N:26]([S:34]([C:37]3[CH:42]=[CH:41][CH:40]=[CH:39][CH:38]=3)(=[O:36])=[O:35])[CH:25]=2)[OH:23])=[CH:18][N:17]=1)[CH2:8][C:9]1[CH:14]=[CH:13][CH:12]=[CH:11][C:10]=1[F:15])([CH3:4])([CH3:3])[CH3:2].CC(OI1(OC(C)=O)(OC(C)=O)OC(=O)C2C=CC=CC1=2)=O.C(=O)([O-])[O-].[K+].[K+]. The catalyst is ClCCl. The product is [C:1]([O:5][C:6](=[O:43])[N:7]([C:16]1[CH:21]=[CH:20][C:19]([C:22]([C:24]2[C:32]3[C:27](=[N:28][CH:29]=[C:30]([Cl:33])[CH:31]=3)[N:26]([S:34]([C:37]3[CH:42]=[CH:41][CH:40]=[CH:39][CH:38]=3)(=[O:35])=[O:36])[CH:25]=2)=[O:23])=[CH:18][N:17]=1)[CH2:8][C:9]1[CH:14]=[CH:13][CH:12]=[CH:11][C:10]=1[F:15])([CH3:4])([CH3:2])[CH3:3]. The yield is 0.240. (4) The reactants are CN(C(ON1N=NC2C=CC=NC1=2)=[N+](C)C)C.F[P-](F)(F)(F)(F)F.[F:25][C:26]1[CH:27]=[C:28]([NH:37][C:38]([C@@H:40]2[NH:49][CH2:48][CH2:47][C:46]3[N:45]=[C:44]([O:50][CH3:51])[CH:43]=[CH:42][C:41]2=3)=[O:39])[CH:29]=[C:30]2[C:34]=1[C:33]([CH3:36])([CH3:35])[CH2:32][CH2:31]2.CCN(C(C)C)C(C)C.[C@H:61]1([C:68](O)=[O:69])[CH2:64][C@H:63]([C:65]([OH:67])=[O:66])[CH2:62]1. The catalyst is CN(C=O)C.O.C(#N)C.O. The product is [F:25][C:26]1[CH:27]=[C:28]([NH:37][C:38]([C@@H:40]2[N:49]([C:68]([C@H:61]3[CH2:64][C@H:63]([C:65]([OH:67])=[O:66])[CH2:62]3)=[O:69])[CH2:48][CH2:47][C:46]3[N:45]=[C:44]([O:50][CH3:51])[CH:43]=[CH:42][C:41]2=3)=[O:39])[CH:29]=[C:30]2[C:34]=1[C:33]([CH3:35])([CH3:36])[CH2:32][CH2:31]2. The yield is 0.179. (5) The product is [CH3:16][O:15][N:14]=[C:12]1[CH2:11][CH:10]([C:17]2[N:18]=[C:34]([CH:30]3[CH2:31][CH2:32][CH2:33][N:28]([CH3:27])[CH2:29]3)[O:20][N:19]=2)[N:9]([C:7]([C:4]2[CH:3]=[CH:2][C:1]([C:21]3[CH:26]=[CH:25][CH:24]=[CH:23][CH:22]=3)=[CH:6][CH:5]=2)=[O:8])[CH2:13]1. The reactants are [C:1]1([C:21]2[CH:26]=[CH:25][CH:24]=[CH:23][CH:22]=2)[CH:6]=[CH:5][C:4]([C:7]([N:9]2[CH2:13][C:12](=[N:14][O:15][CH3:16])[CH2:11][C@H:10]2[C:17](=[N:19][OH:20])[NH2:18])=[O:8])=[CH:3][CH:2]=1.[CH3:27][N:28]1[CH2:33][CH2:32][CH2:31][CH:30]([C:34](O)=O)[CH2:29]1. No catalyst specified. The yield is 0.720. (6) The reactants are [N:1]1[CH:6]=[CH:5][CH:4]=[C:3]([NH:7][C:8](=[O:14])[O:9][C:10]([CH3:13])([CH3:12])[CH3:11])[CH:2]=1.C([Li])(C)(C)C.N1([CH:26]=[O:27])CCCCC1. The catalyst is C1COCC1.CCCCC. The product is [CH:26]([C:4]1[CH:5]=[CH:6][N:1]=[CH:2][C:3]=1[NH:7][C:8](=[O:14])[O:9][C:10]([CH3:11])([CH3:13])[CH3:12])=[O:27]. The yield is 0.600. (7) The reactants are Cl.[NH:2]1[CH2:7][CH2:6][C:5](=[CH:8][C:9]2[CH:10]=[C:11]([CH:23]=[CH:24][CH:25]=2)[O:12][C:13]2[CH:18]=[CH:17][C:16]([C:19]([F:22])([F:21])[F:20])=[CH:15][N:14]=2)[CH2:4][CH2:3]1.[CH3:26][C:27]1[CH:28]=[C:29]([NH:33][C:34](=O)[O:35]C2C=CC=CC=2)[CH:30]=[N:31][CH:32]=1.NC1C=NC=C(C)C=1.C(N(C(C)C)CC)(C)C. The catalyst is CS(C)=O. The product is [CH3:26][C:27]1[CH:28]=[C:29]([NH:33][C:34]([N:2]2[CH2:7][CH2:6][C:5](=[CH:8][C:9]3[CH:25]=[CH:24][CH:23]=[C:11]([O:12][C:13]4[CH:18]=[CH:17][C:16]([C:19]([F:22])([F:20])[F:21])=[CH:15][N:14]=4)[CH:10]=3)[CH2:4][CH2:3]2)=[O:35])[CH:30]=[N:31][CH:32]=1. The yield is 0.640.